Dataset: HIV replication inhibition screening data with 41,000+ compounds from the AIDS Antiviral Screen. Task: Binary Classification. Given a drug SMILES string, predict its activity (active/inactive) in a high-throughput screening assay against a specified biological target. (1) The drug is N#Cc1ccc(C(O)C(F)(F)c2nc3ccccc3o2)cc1. The result is 0 (inactive). (2) The drug is NC(=O)Nn1c2c(c3c1CCCC3)CCCC2. The result is 0 (inactive). (3) The compound is COC(=O)C1CC2(Br)c3ccccc3N(S(=O)(=O)c3ccccc3)C2N1C(=O)OC. The result is 0 (inactive). (4) The compound is O=C1C(=Cc2cccc(Cl)c2)N=C(c2ccccc2)N1n1c(-c2ccccc2)nc2ccccc2c1=O. The result is 0 (inactive). (5) The molecule is Cc1c2ccncc2cc2c1sc1ccncc12. The result is 0 (inactive).